Dataset: Forward reaction prediction with 1.9M reactions from USPTO patents (1976-2016). Task: Predict the product of the given reaction. (1) Given the reactants Cl[C:2]1[NH:6][C:5]2[CH:7]=[CH:8][C:9]([C:11]#[N:12])=[CH:10][C:4]=2[N:3]=1.[O:13]1[CH2:15][CH:14]1[CH2:16][CH2:17][CH2:18][CH2:19][CH2:20][CH2:21][OH:22].O, predict the reaction product. The product is: [OH:22][CH2:21][CH2:20][CH2:19][CH2:18][CH2:17][CH2:16][CH:14]1[O:13][C:2]2=[N:3][C:4]3[CH:10]=[C:9]([C:11]#[N:12])[CH:8]=[CH:7][C:5]=3[N:6]2[CH2:15]1.[OH:22][CH2:21][CH2:20][CH2:19][CH2:18][CH2:17][CH2:16][CH:14]1[O:13][C:2]2=[N:6][C:5]3[CH:7]=[CH:8][C:9]([C:11]#[N:12])=[CH:10][C:4]=3[N:3]2[CH2:15]1. (2) The product is: [C:1]([C:5]1[CH:36]=[CH:35][C:8]([CH2:9][N:10]2[C:14](=[O:15])[N:13]([CH2:16][CH3:17])[C:12]([CH2:18][CH2:19][CH2:20][C:21]3[CH:26]=[CH:25][C:24]([C:27]4[O:28][CH:29]=[C:30]([NH:39][C:42](=[O:51])[O:65][C:61]([CH3:64])([CH3:63])[CH3:62])[N:31]=4)=[CH:23][CH:22]=3)=[N:11]2)=[CH:7][CH:6]=1)([CH3:2])([CH3:3])[CH3:4]. Given the reactants [C:1]([C:5]1[CH:36]=[CH:35][C:8]([CH2:9][N:10]2[C:14](=[O:15])[N:13]([CH2:16][CH3:17])[C:12]([CH2:18][CH2:19][CH2:20][C:21]3[CH:26]=[CH:25][C:24]([C:27]4[O:28][CH:29]=[C:30](C(O)=O)[N:31]=4)=[CH:23][CH:22]=3)=[N:11]2)=[CH:7][CH:6]=1)([CH3:4])([CH3:3])[CH3:2].C([N:39]([CH2:42]C)CC)C.C1(P(N=[N+]=[N-])(C2C=CC=CC=2)=[O:51])C=CC=CC=1.[C:61]([OH:65])([CH3:64])([CH3:63])[CH3:62], predict the reaction product. (3) Given the reactants Cl[C:2]1[C:11]2[C:6](=[CH:7][CH:8]=[CH:9][CH:10]=2)[N:5]=[C:4]([C:12]([F:21])([F:20])[C:13]2[CH:18]=[CH:17][C:16]([F:19])=[CH:15][CH:14]=2)[N:3]=1.[I-].[K+].CCN(C(C)C)C(C)C.[CH3:33][C:34]1[NH:38][N:37]=[C:36]([NH2:39])[CH:35]=1, predict the reaction product. The product is: [F:20][C:12]([F:21])([C:13]1[CH:18]=[CH:17][C:16]([F:19])=[CH:15][CH:14]=1)[C:4]1[N:3]=[C:2]([NH:39][C:36]2[CH:35]=[C:34]([CH3:33])[NH:38][N:37]=2)[C:11]2[C:6](=[CH:7][CH:8]=[CH:9][CH:10]=2)[N:5]=1. (4) Given the reactants Cl[CH2:2][C@@H:3]([CH3:13])[CH2:4][O:5][C:6]1[CH:11]=[CH:10][CH:9]=[C:8]([Br:12])[CH:7]=1.[CH3:14][CH:15]([CH3:31])[C:16]([NH:18][C:19]1[CH:24]=[CH:23][CH:22]=[C:21]([CH:25]2[CH2:30][CH2:29][NH:28][CH2:27][CH2:26]2)[CH:20]=1)=[O:17], predict the reaction product. The product is: [Br:12][C:8]1[CH:7]=[C:6]([CH:11]=[CH:10][CH:9]=1)[O:5][CH2:4][C@H:3]([CH3:13])[CH2:2][N:28]1[CH2:29][CH2:30][CH:25]([C:21]2[CH:20]=[C:19]([NH:18][C:16](=[O:17])[CH:15]([CH3:14])[CH3:31])[CH:24]=[CH:23][CH:22]=2)[CH2:26][CH2:27]1.